This data is from Full USPTO retrosynthesis dataset with 1.9M reactions from patents (1976-2016). The task is: Predict the reactants needed to synthesize the given product. Given the product [NH:13]1[C:14]2[CH:19]=[CH:18][CH:17]=[CH:16][C:15]=2[N:11]=[C:12]1[C@H:8]([NH:9][C:10]([NH:33][C:30]1([C:24]2[CH:29]=[CH:28][CH:27]=[CH:26][CH:25]=2)[CH2:32][CH2:31]1)=[O:20])[CH2:7][C:6]1[CH:5]=[CH:4][C:3]([O:2][CH3:1])=[CH:22][CH:21]=1, predict the reactants needed to synthesize it. The reactants are: [CH3:1][O:2][C:3]1[CH:22]=[CH:21][C:6]([CH2:7][C@@H:8]2[C:12]3=[N:13][C:14]4[CH:19]=[CH:18][CH:17]=[CH:16][C:15]=4[N:11]3[C:10](=[O:20])[NH:9]2)=[CH:5][CH:4]=1.Cl.[C:24]1([C:30]2([NH2:33])[CH2:32][CH2:31]2)[CH:29]=[CH:28][CH:27]=[CH:26][CH:25]=1.C(O)(C(F)(F)F)=O.